From a dataset of Catalyst prediction with 721,799 reactions and 888 catalyst types from USPTO. Predict which catalyst facilitates the given reaction. (1) Reactant: [Cl:1][C:2]1[CH:3]=[C:4]([CH:7]=[C:8]([Cl:19])[C:9]=1[C:10](=[O:18])[C:11]1[CH:16]=[CH:15][C:14]([Cl:17])=[CH:13][CH:12]=1)[CH2:5]O.C1(P([N:34]=[N+:35]=[N-:36])(C2C=CC=CC=2)=O)C=CC=CC=1. Product: [Cl:1][C:2]1[CH:3]=[C:4]([CH:7]=[C:8]([Cl:19])[C:9]=1[C:10](=[O:18])[C:11]1[CH:16]=[CH:15][C:14]([Cl:17])=[CH:13][CH:12]=1)[CH2:5][N:34]=[N+:35]=[N-:36]. The catalyst class is: 11. (2) Reactant: [F:1][C:2]1[CH:7]=[CH:6][CH:5]=[CH:4][C:3]=1[C:8]1[N:13]=[CH:12][C:11]([C:14]([OH:16])=O)=[CH:10][N:9]=1.O[N:18]1[C:22]2[CH:23]=[CH:24][CH:25]=[CH:26][C:21]=2N=N1.C1CCC(N=C=NC2CCCCC2)CC1.NC1C=CC=CC=1.C(O)C(N)(CO)CO. Product: [C:22]1([NH:18][C:14]([C:11]2[CH:12]=[N:13][C:8]([C:3]3[CH:4]=[CH:5][CH:6]=[CH:7][C:2]=3[F:1])=[N:9][CH:10]=2)=[O:16])[CH:23]=[CH:24][CH:25]=[CH:26][CH:21]=1. The catalyst class is: 3. (3) Reactant: C([N:4]1[C:19]2[C:14](=[CH:15][CH:16]=[C:17]([Br:20])[CH:18]=2)[C:6]2([CH2:11][CH2:10][S:9](=[O:13])(=[O:12])[CH2:8][CH2:7]2)[CH2:5]1)(=O)C.Cl. Product: [Br:20][C:17]1[CH:18]=[C:19]2[NH:4][CH2:5][C:6]3([CH2:11][CH2:10][S:9](=[O:13])(=[O:12])[CH2:8][CH2:7]3)[C:14]2=[CH:15][CH:16]=1. The catalyst class is: 5. (4) Reactant: [CH3:1][O:2][C:3]1[CH:8]=[CH:7][CH:6]=[CH:5][C:4]=1[C:9]1[C:17]2[C:12](=[N:13][CH:14]=[C:15]([C:18]3[N:23]=[C:22]([CH2:24][C:25](O)=[O:26])[CH:21]=[N:20][CH:19]=3)[CH:16]=2)[N:11]([S:28]([C:31]2[CH:36]=[CH:35][C:34]([CH3:37])=[CH:33][CH:32]=2)(=[O:30])=[O:29])[CH:10]=1.F[P-](F)(F)(F)(F)F.N1(OC(N(C)C)=[N+](C)C)[C:49]2[N:50]=[CH:51]C=CC=2N=N1.C(NC(C)C)(C)C.CNC. Product: [CH3:1][O:2][C:3]1[CH:8]=[CH:7][CH:6]=[CH:5][C:4]=1[C:9]1[C:17]2[C:12](=[N:13][CH:14]=[C:15]([C:18]3[N:23]=[C:22]([CH2:24][C:25]([N:50]([CH3:51])[CH3:49])=[O:26])[CH:21]=[N:20][CH:19]=3)[CH:16]=2)[N:11]([S:28]([C:31]2[CH:36]=[CH:35][C:34]([CH3:37])=[CH:33][CH:32]=2)(=[O:30])=[O:29])[CH:10]=1. The catalyst class is: 54. (5) Reactant: [CH2:1]([O:8][CH2:9][C@H:10]1[CH2:15][O:14][CH:13]([CH2:16][NH2:17])[CH2:12][CH2:11]1)[C:2]1[CH:7]=[CH:6][CH:5]=[CH:4][CH:3]=1.[CH3:18][C:19]([O:22][C:23](O[C:23]([O:22][C:19]([CH3:21])([CH3:20])[CH3:18])=[O:24])=[O:24])([CH3:21])[CH3:20].CCN(CC)CC. Product: [CH2:1]([O:8][CH2:9][C@H:10]1[CH2:15][O:14][CH:13]([CH2:16][NH:17][C:23](=[O:24])[O:22][C:19]([CH3:21])([CH3:20])[CH3:18])[CH2:12][CH2:11]1)[C:2]1[CH:3]=[CH:4][CH:5]=[CH:6][CH:7]=1. The catalyst class is: 2. (6) Reactant: [CH2:1]([C:3]1[NH:4][C:5]2[C:10]([CH:11]=1)=[CH:9][CH:8]=[CH:7][CH:6]=2)[CH3:2].C([BH3-])#N.[Na+]. Product: [CH2:1]([CH:3]1[CH2:11][C:10]2[C:5](=[CH:6][CH:7]=[CH:8][CH:9]=2)[NH:4]1)[CH3:2]. The catalyst class is: 15. (7) Reactant: [F:1][C:2]1[N:7]=[C:6]([NH:8][NH:9][C:10](=O)[CH:11]([C:21]2[CH:26]=[CH:25][CH:24]=[CH:23][CH:22]=2)[CH2:12][NH:13][C:14](=[O:20])[O:15][C:16]([CH3:19])([CH3:18])[CH3:17])[CH:5]=[C:4]([C:28]2[CH:33]=[CH:32][N:31]=[C:30]([NH:34][C:35]3[N:36]([CH3:40])[N:37]=[CH:38][CH:39]=3)[CH:29]=2)[CH:3]=1.C1C=CC(P(C2C=CC=CC=2)C2C=CC=CC=2)=CC=1.[Si](N=[N+]=[N-])(C)(C)C.CCOC(/N=N/C(OCC)=O)=O. Product: [F:1][C:2]1[N:7]2[C:10]([CH:11]([C:21]3[CH:26]=[CH:25][CH:24]=[CH:23][CH:22]=3)[CH2:12][NH:13][C:14](=[O:20])[O:15][C:16]([CH3:18])([CH3:17])[CH3:19])=[N:9][N:8]=[C:6]2[CH:5]=[C:4]([C:28]2[CH:33]=[CH:32][N:31]=[C:30]([NH:34][C:35]3[N:36]([CH3:40])[N:37]=[CH:38][CH:39]=3)[CH:29]=2)[CH:3]=1. The catalyst class is: 1. (8) Reactant: [CH2:1]([C@H:3]1[C@H:12]([CH2:13][CH3:14])[C@@H:11]([NH:15][C:16](=[O:22])[O:17][C:18]([CH3:21])([CH3:20])[CH3:19])[C:10]2[C:5](=[CH:6][CH:7]=[CH:8][CH:9]=2)[NH:4]1)[CH3:2].CCN(C(C)C)C(C)C.[C:32](Cl)(=[O:34])[CH3:33]. Product: [C:32]([N:4]1[C:5]2[C:10](=[CH:9][CH:8]=[CH:7][CH:6]=2)[C@H:11]([NH:15][C:16](=[O:22])[O:17][C:18]([CH3:20])([CH3:19])[CH3:21])[C@@H:12]([CH2:13][CH3:14])[C@@H:3]1[CH2:1][CH3:2])(=[O:34])[CH3:33]. The catalyst class is: 4. (9) Reactant: Cl.[C:2]1([CH3:10])[CH:7]=[CH:6][C:5]([NH:8]N)=[CH:4][CH:3]=1.[CH2:11](Br)[C:12]#[CH:13].C(N(CC)CC)C.Cl.[CH3:23][N:24]1[CH2:29][CH2:28][C:27](=O)[CH2:26][CH2:25]1. Product: [CH3:23][N:24]1[CH2:29][CH2:28][C:27]2[N:8]([CH2:13][C:12]#[CH:11])[C:5]3[CH:4]=[CH:3][C:2]([CH3:10])=[CH:7][C:6]=3[C:26]=2[CH2:25]1. The catalyst class is: 8.